From a dataset of Forward reaction prediction with 1.9M reactions from USPTO patents (1976-2016). Predict the product of the given reaction. (1) Given the reactants [CH2:1]([NH:4][C:5]([C:7]1[S:11][C:10]([Br:12])=[N:9][C:8]=1[Br:13])=O)[CH:2]=[CH2:3].P(Cl)(Cl)(Cl)(Cl)Cl.Cl.O1CCOCC1.CO[CH:29](OC)[CH2:30][NH2:31], predict the reaction product. The product is: [CH2:1]([N:4]1[CH:29]=[CH:30][N:31]=[C:5]1[C:7]1[S:11][C:10]([Br:12])=[N:9][C:8]=1[Br:13])[CH:2]=[CH2:3]. (2) The product is: [F:1][C:2]1[CH:3]=[C:4]([CH:13]=[CH:14][CH:15]=1)[CH2:5][N:6]1[CH:10]=[CH:9][C:8]([CH2:11][NH2:16])=[CH:7]1. Given the reactants [F:1][C:2]1[CH:3]=[C:4]([CH:13]=[CH:14][CH:15]=1)[CH2:5][N:6]1[CH:10]=[CH:9][C:8]([CH:11]=O)=[CH:7]1.[NH3:16].CO, predict the reaction product. (3) Given the reactants [C:1]([N:4]1[C@@H:12]([C:13]2[CH:18]=[CH:17][C:16]([O:19][CH3:20])=[CH:15][CH:14]=2)[C@@H:11]2[C:6]([C:7]3[CH:24]=[C:23]([O:25][CH3:26])[CH:22]=[CH:21][C:8]=3[CH2:9][CH2:10]2)=[N:5]1)(=O)[CH3:2].[H-].[H-].[H-].[H-].[Li+].[Al+3], predict the reaction product. The product is: [CH2:1]([N:4]1[C@@H:12]([C:13]2[CH:14]=[CH:15][C:16]([O:19][CH3:20])=[CH:17][CH:18]=2)[C@@H:11]2[C:6]([C:7]3[CH:24]=[C:23]([O:25][CH3:26])[CH:22]=[CH:21][C:8]=3[CH2:9][CH2:10]2)=[N:5]1)[CH3:2]. (4) Given the reactants [CH3:1][O:2][C:3](=[O:44])[C@@H:4]([NH:25][C:26](=[O:43])[C:27]1[CH:32]=[CH:31][C:30]([C:33]#[C:34][C:35]2[CH:40]=[CH:39][C:38]([CH2:41]O)=[CH:37][CH:36]=2)=[CH:29][CH:28]=1)[C@H:5]([NH:7][C:8]([O:10][CH2:11][CH:12]1[C:24]2[CH:23]=[CH:22][CH:21]=[CH:20][C:19]=2[C:18]2[C:13]1=[CH:14][CH:15]=[CH:16][CH:17]=2)=[O:9])[CH3:6].CCN(C(C)C)C(C)C.CS(Cl)(=O)=O.[NH:59]1[CH2:62][CH2:61][CH2:60]1, predict the reaction product. The product is: [CH3:1][O:2][C:3](=[O:44])[C@@H:4]([NH:25][C:26](=[O:43])[C:27]1[CH:28]=[CH:29][C:30]([C:33]#[C:34][C:35]2[CH:40]=[CH:39][C:38]([CH2:41][N:59]3[CH2:62][CH2:61][CH2:60]3)=[CH:37][CH:36]=2)=[CH:31][CH:32]=1)[C@H:5]([NH:7][C:8]([O:10][CH2:11][CH:12]1[C:24]2[CH:23]=[CH:22][CH:21]=[CH:20][C:19]=2[C:18]2[C:13]1=[CH:14][CH:15]=[CH:16][CH:17]=2)=[O:9])[CH3:6]. (5) Given the reactants [O:1]=[C:2]1[CH2:7][CH2:6][N:5]([C:8]([O:10][C:11]([CH3:14])([CH3:13])[CH3:12])=[O:9])[CH2:4][CH2:3]1.[Li+].C[Si]([N-][Si](C)(C)C)(C)C.[CH3:25][C:26]([CH3:32])([CH:30]=[CH2:31])[C:27](Cl)=[O:28], predict the reaction product. The product is: [CH3:25][C:26]([CH3:32])([CH:30]=[CH2:31])[C:27]([CH:7]1[C:2](=[O:1])[CH2:3][CH2:4][N:5]([C:8]([O:10][C:11]([CH3:14])([CH3:13])[CH3:12])=[O:9])[CH2:6]1)=[O:28]. (6) Given the reactants [F:1][CH:2]([F:31])[C:3]1[CH:12]=[C:11]2[C:6]([CH2:7][CH2:8][CH2:9][N:10]2[C:13]2[C:17]3[CH2:18][N:19]([C:22](=[O:24])[CH3:23])[CH2:20][CH2:21][C:16]=3[NH:15][N:14]=2)=[CH:5][C:4]=1[C:25]1[CH:26]=[N:27][N:28]([CH3:30])[CH:29]=1.C([O-])([O-])=O.[Cs+].[Cs+].CS(O[CH:43]1[CH2:48][CH2:47][N:46]([C:49]([O:51][C:52]([CH3:55])([CH3:54])[CH3:53])=[O:50])[CH2:45][CH2:44]1)(=O)=O, predict the reaction product. The product is: [C:22]([N:19]1[CH2:20][CH2:21][C:16]2[N:15]([CH:43]3[CH2:48][CH2:47][N:46]([C:49]([O:51][C:52]([CH3:55])([CH3:54])[CH3:53])=[O:50])[CH2:45][CH2:44]3)[N:14]=[C:13]([N:10]3[C:11]4[C:6](=[CH:5][C:4]([C:25]5[CH:26]=[N:27][N:28]([CH3:30])[CH:29]=5)=[C:3]([CH:2]([F:1])[F:31])[CH:12]=4)[CH2:7][CH2:8][CH2:9]3)[C:17]=2[CH2:18]1)(=[O:24])[CH3:23].